Dataset: Catalyst prediction with 721,799 reactions and 888 catalyst types from USPTO. Task: Predict which catalyst facilitates the given reaction. (1) Reactant: [OH:1][C@@H:2]([CH2:6][C:7]1[CH:12]=[CH:11][C:10]([O:13][C:14]([CH3:17])([CH3:16])[CH3:15])=[CH:9][CH:8]=1)[C:3]([OH:5])=[O:4].[H-].[Na+].[CH3:20]I. Product: [CH3:20][O:1][C@@H:2]([CH2:6][C:7]1[CH:8]=[CH:9][C:10]([O:13][C:14]([CH3:17])([CH3:16])[CH3:15])=[CH:11][CH:12]=1)[C:3]([OH:5])=[O:4]. The catalyst class is: 7. (2) Reactant: [S:1]1[CH:5]=[CH:4]C=[C:2]1C(O)=O.[O-:9]CC.[Na+].S1C=CC=C1CC(O)=O.ClC[Si:24]([O:31][CH2:32][CH3:33])([O:28][CH2:29][CH3:30])[O:25][CH2:26][CH3:27]. Product: [C:5]([S:1][CH2:2][Si:24]([O:31][CH2:32][CH3:33])([O:28][CH2:29][CH3:30])[O:25][CH2:26][CH3:27])(=[O:9])[CH3:4]. The catalyst class is: 270. (3) Reactant: CCCC[N+](CCCC)(CCCC)CCCC.[F-].[Si]([O:26][CH2:27][C@H:28]1[O:32][C@@H:31]([N:33]2[CH:61]=[CH:60][C:37]([NH:38][C:39]([C:54]3[CH:59]=[CH:58][CH:57]=[CH:56][CH:55]=3)([C:48]3[CH:53]=[CH:52][CH:51]=[CH:50][CH:49]=3)[C:40]3[CH:45]=[CH:44][C:43]([O:46][CH3:47])=[CH:42][CH:41]=3)=[N:36][C:34]2=[O:35])[C@H:30]([F:62])[C@@H:29]1[O:63][C:64]([C:79]1[CH:84]=[CH:83][CH:82]=[CH:81][CH:80]=1)([C:73]1[CH:78]=[CH:77][CH:76]=[CH:75][CH:74]=1)[C:65]1[CH:70]=[CH:69][C:68]([O:71][CH3:72])=[CH:67][CH:66]=1)(C(C)(C)C)(C)C. Product: [CH3:72][O:71][C:68]1[CH:69]=[CH:70][C:65]([C:64]([O:63][C@@H:29]2[C@@H:28]([CH2:27][OH:26])[O:32][C@@H:31]([N:33]3[CH:61]=[CH:60][C:37]([NH:38][C:39]([C:54]4[CH:55]=[CH:56][CH:57]=[CH:58][CH:59]=4)([C:48]4[CH:49]=[CH:50][CH:51]=[CH:52][CH:53]=4)[C:40]4[CH:45]=[CH:44][C:43]([O:46][CH3:47])=[CH:42][CH:41]=4)=[N:36][C:34]3=[O:35])[C@@H:30]2[F:62])([C:79]2[CH:80]=[CH:81][CH:82]=[CH:83][CH:84]=2)[C:73]2[CH:74]=[CH:75][CH:76]=[CH:77][CH:78]=2)=[CH:66][CH:67]=1. The catalyst class is: 1. (4) Reactant: [F:1][C:2]1[CH:7]=[CH:6][C:5]([C:8]([C:12]2[CH:17]=[CH:16][C:15]([O:18][CH3:19])=[CH:14][CH:13]=2)([OH:11])[C:9]#[CH:10])=[CH:4][CH:3]=1.[O:20]1[CH2:25][CH2:24][N:23]([C:26]2[C:48]([O:49][CH3:50])=[CH:47][C:29]3[C:30](O)=[CH:31][C:32]4[C:33]([OH:45])([CH2:41][CH2:42][CH2:43][CH3:44])[C:34]5[CH:35]=[CH:36][CH:37]=[CH:38][C:39]=5[C:40]=4[C:28]=3[CH:27]=2)[CH2:22][CH2:21]1.FC(F)(F)C(O)=O.C(C1C=CC=CC=1S(O)(=O)=O)CCCCCCCCCCC. Product: [F:1][C:2]1[CH:3]=[CH:4][C:5]([C:8]2([C:12]3[CH:13]=[CH:14][C:15]([O:18][CH3:19])=[CH:16][CH:17]=3)[O:11][C:30]3[C:29]4[CH:47]=[C:48]([O:49][CH3:50])[C:26]([N:23]5[CH2:22][CH2:21][O:20][CH2:25][CH2:24]5)=[CH:27][C:28]=4[C:40]4[C:39]5[C:34](=[CH:35][CH:36]=[CH:37][CH:38]=5)[C:33]([CH2:41][CH2:42][CH2:43][CH3:44])([OH:45])[C:32]=4[C:31]=3[CH:10]=[CH:9]2)=[CH:6][CH:7]=1. The catalyst class is: 254.